Dataset: Forward reaction prediction with 1.9M reactions from USPTO patents (1976-2016). Task: Predict the product of the given reaction. (1) The product is: [CH3:59][N:58]([CH2:57][C:53]1[CH:52]=[C:51]([CH:56]=[CH:55][CH:54]=1)[C:50]([NH:49][C:38]1[CH:39]=[CH:40][C:41]([N:43]2[CH2:48][CH2:47][CH2:46][CH2:45][CH2:44]2)=[CH:42][C:37]=1[C:33]1[CH:32]=[C:31]([CH:36]=[CH:35][N:34]=1)[C:30]([NH:29][CH2:28][C:27]1[CH:62]=[CH:63][CH:64]=[C:25]([C:24]([F:65])([F:23])[F:66])[CH:26]=1)=[O:61])=[O:60])[C:8](=[O:10])[CH2:7][N:4]1[CH2:3][CH2:2][O:1][CH2:6][CH2:5]1. Given the reactants [O:1]1[CH2:6][CH2:5][N:4]([CH2:7][C:8]([OH:10])=O)[CH2:3][CH2:2]1.CCN=C=NCCCN(C)C.Cl.[F:23][C:24]([F:66])([F:65])[C:25]1[CH:26]=[C:27]([CH:62]=[CH:63][CH:64]=1)[CH2:28][NH:29][C:30](=[O:61])[C:31]1[CH:36]=[CH:35][N:34]=[C:33]([C:37]2[CH:42]=[C:41]([N:43]3[CH2:48][CH2:47][CH2:46][CH2:45][CH2:44]3)[CH:40]=[CH:39][C:38]=2[NH:49][C:50](=[O:60])[C:51]2[CH:56]=[CH:55][CH:54]=[C:53]([CH2:57][NH:58][CH3:59])[CH:52]=2)[CH:32]=1, predict the reaction product. (2) Given the reactants Cl.[Cl:2][C:3]1[CH:8]=[CH:7][C:6]([C:9]2([C:13](=[NH:17])[O:14][CH2:15][CH3:16])[CH2:12][CH2:11][CH2:10]2)=[CH:5][CH:4]=1.O.OP([O-])(O)=O.[Na+].O.O.O.O.O.O.O.OP([O-])([O-])=O.[Na+].[Na+].[N:39]#[C:40]N, predict the reaction product. The product is: [Cl:2][C:3]1[CH:4]=[CH:5][C:6]([C:9]2([C:13](=[N:17][C:40]#[N:39])[O:14][CH2:15][CH3:16])[CH2:10][CH2:11][CH2:12]2)=[CH:7][CH:8]=1. (3) Given the reactants [F:1][C:2]1[C:7]([F:8])=[CH:6][CH:5]=[CH:4][C:3]=1[C@:9]12[CH2:17][O:16][C@H:15]([CH2:18]O)[C@H:14]1[CH2:13][S:12][C:11]([NH:20][C:21](=[O:28])[C:22]1[CH:27]=[CH:26][CH:25]=[CH:24][CH:23]=1)=[N:10]2.C(N(CC)C(C)C)(C)C.F.F.F.C(N(CC)CC)C.[F:48]C(F)(S(F)(=O)=O)C(F)(F)C(F)(F)C(F)(F)F.[NH4+].[Cl-], predict the reaction product. The product is: [F:1][C:2]1[C:7]([F:8])=[CH:6][CH:5]=[CH:4][C:3]=1[C@:9]12[CH2:17][O:16][C@H:15]([CH2:18][F:48])[C@H:14]1[CH2:13][S:12][C:11]([NH:20][C:21](=[O:28])[C:22]1[CH:27]=[CH:26][CH:25]=[CH:24][CH:23]=1)=[N:10]2. (4) The product is: [C:50]1([C:56]2[CH:57]=[CH:58][C:59]([O:47][C:45](=[O:46])[N:42]([CH3:43])[C@H:41]3[C:3](=[O:17])[N:4]([CH:8]([Si:9]([CH3:12])([CH3:11])[CH3:10])[Si:13]([CH3:15])([CH3:14])[CH3:16])[C:40]3([CH3:49])[CH3:39])=[CH:60][CH:61]=2)[CH:51]=[CH:52][CH:53]=[CH:54][CH:55]=1. Given the reactants N[C@@H]1C(C)(C)[N:4]([CH:8]([Si:13]([CH3:16])([CH3:15])[CH3:14])[Si:9]([CH3:12])([CH3:11])[CH3:10])[C:3]1=[O:17].CCN(C(C)C)C(C)C.C1(C2C=CC([C:39]3C=[CH:43][N:42]([C:45]([O-:47])=[O:46])[C:41](=O)[C:40]=3[CH3:49])=CC=2)C=CC=CC=1.[C:50]1([C:56]2[CH:61]=[CH:60][C:59](CO)=[CH:58][CH:57]=2)[CH:55]=[CH:54][CH:53]=[CH:52][CH:51]=1, predict the reaction product. (5) Given the reactants [NH2:1][C:2]1[C:3]2[C:10]([C:11]([C:13]3[CH:14]=[CH:15][C:16]([O:31][CH3:32])=[C:17]([NH:19][C:20]([NH:22][C:23]4[CH:28]=[CH:27][C:26]([Cl:29])=[CH:25][C:24]=4[Cl:30])=[O:21])[CH:18]=3)=[O:12])=[CH:9][N:8]([CH:33]([CH3:35])[CH3:34])[C:4]=2[N:5]=[CH:6][N:7]=1.C(O)C.[CH3:39][S:40]([OH:43])(=[O:42])=[O:41], predict the reaction product. The product is: [NH2:1][C:2]1[C:3]2[C:10]([C:11]([C:13]3[CH:14]=[CH:15][C:16]([O:31][CH3:32])=[C:17]([NH:19][C:20]([NH:22][C:23]4[CH:28]=[CH:27][C:26]([Cl:29])=[CH:25][C:24]=4[Cl:30])=[O:21])[CH:18]=3)=[O:12])=[CH:9][N:8]([CH:33]([CH3:35])[CH3:34])[C:4]=2[N:5]=[CH:6][N:7]=1.[S:40]([O-:43])(=[O:42])(=[O:41])[CH3:39]. (6) Given the reactants [N:1]1[CH:6]=[CH:5][CH:4]=[CH:3][C:2]=1[C:7]1[C:8]([NH2:13])=[N:9][NH:10][C:11]=1[NH2:12].[Cl:14][C:15]1[CH:20]=[CH:19][C:18]([C:21](=O)[CH2:22][C:23](OCC)=[O:24])=[C:17]([F:29])[CH:16]=1.CC1C=CC(S(O)(=O)=O)=CC=1, predict the reaction product. The product is: [NH2:12][C:11]1[C:7]([C:2]2[CH:3]=[CH:4][CH:5]=[CH:6][N:1]=2)=[C:8]2[NH:13][C:21]([C:18]3[CH:19]=[CH:20][C:15]([Cl:14])=[CH:16][C:17]=3[F:29])=[CH:22][C:23](=[O:24])[N:9]2[N:10]=1. (7) Given the reactants Cl[CH2:2][C:3]1[CH:8]=[CH:7][CH:6]=[C:5]([S:9][CH2:10][CH:11]2[CH2:13][CH2:12]2)[N:4]=1.C([O:16][C:17](=[O:28])[CH2:18][CH2:19][C:20]1[CH:25]=[CH:24][C:23]([OH:26])=[C:22]([F:27])[CH:21]=1)C, predict the reaction product. The product is: [CH:11]1([CH2:10][S:9][C:5]2[N:4]=[C:3]([CH2:2][O:26][C:23]3[CH:24]=[CH:25][C:20]([CH2:19][CH2:18][C:17]([OH:28])=[O:16])=[CH:21][C:22]=3[F:27])[CH:8]=[CH:7][CH:6]=2)[CH2:13][CH2:12]1.